Dataset: Catalyst prediction with 721,799 reactions and 888 catalyst types from USPTO. Task: Predict which catalyst facilitates the given reaction. (1) Reactant: [CH3:1][C:2]1[N:3]=[CH:4][S:5][C:6]=1[CH3:7].CCCCCC.C([Li])CCC.[CH3:19][C:20]1[CH:21]=[C:22]([O:25][C:26]=1[CH3:27])[CH:23]=[O:24]. Product: [CH3:19][C:20]1[CH:21]=[C:22]([CH:23]([C:4]2[S:5][C:6]([CH3:7])=[C:2]([CH3:1])[N:3]=2)[OH:24])[O:25][C:26]=1[CH3:27]. The catalyst class is: 30. (2) Reactant: [CH2:1]([N:5]1[C:13]2[N:12]=[CH:11][NH:10][C:9]=2[C:8](=[O:14])[N:7]2[C:15]([CH2:18][O:19][CH3:20])=[N:16][N:17]=[C:6]12)[CH2:2][CH2:3][CH3:4].[Br:21]N1C(=O)CCC1=O. Product: [Br:21][C:11]1[NH:10][C:9]2[C:8](=[O:14])[N:7]3[C:15]([CH2:18][O:19][CH3:20])=[N:16][N:17]=[C:6]3[N:5]([CH2:1][CH2:2][CH2:3][CH3:4])[C:13]=2[N:12]=1. The catalyst class is: 7. (3) Reactant: [C:1]1([C:7](=O)[CH2:8][CH:9]([C:12]#[N:13])[C:10]#[N:11])[CH:6]=[CH:5][CH:4]=[CH:3][CH:2]=1.[C:15]([OH:19])(=[O:18])[CH2:16][SH:17]. Product: [C:10]([C:9]1[CH:8]=[C:7]([C:1]2[CH:6]=[CH:5][CH:4]=[CH:3][CH:2]=2)[NH:13][C:12]=1[S:17][CH2:16][C:15]([OH:19])=[O:18])#[N:11]. The catalyst class is: 5. (4) Reactant: C([NH:4][C@@H:5]([CH2:9][C:10]1[CH:15]=[CH:14][CH:13]=[C:12]([OH:16])[CH:11]=1)[C:6]([OH:8])=[O:7])(=O)C.Cl.[OH-].[Na+]. Product: [NH2:4][CH:5]([CH2:9][C:10]1[CH:15]=[CH:14][CH:13]=[C:12]([OH:16])[CH:11]=1)[C:6]([OH:8])=[O:7]. The catalyst class is: 5. (5) Reactant: [C:1]([C:5]1[CH:6]=[C:7]([NH:37][S:38]([CH3:41])(=[O:40])=[O:39])[C:8]([O:35][CH3:36])=[C:9]([NH:11][C:12](=[O:34])[NH:13][C:14]2[C:23]3[C:18](=[CH:19][CH:20]=[CH:21][CH:22]=3)[C:17]([O:24][C:25]3[CH:30]=[CH:29][N:28]=[C:27]([C:31](O)=[O:32])[CH:26]=3)=[CH:16][CH:15]=2)[CH:10]=1)([CH3:4])([CH3:3])[CH3:2].Cl.[CH3:43][N:44](C)[CH2:45]CCN=C=NCC.C(N(CC)CC)C.CNC. Product: [CH3:43][N:44]([CH3:45])[C:31]([C:27]1[CH:26]=[C:25]([O:24][C:17]2[C:18]3[C:23](=[CH:22][CH:21]=[CH:20][CH:19]=3)[C:14]([NH:13][C:12]([NH:11][C:9]3[CH:10]=[C:5]([C:1]([CH3:2])([CH3:3])[CH3:4])[CH:6]=[C:7]([NH:37][S:38]([CH3:41])(=[O:39])=[O:40])[C:8]=3[O:35][CH3:36])=[O:34])=[CH:15][CH:16]=2)[CH:30]=[CH:29][N:28]=1)=[O:32]. The catalyst class is: 18.